This data is from Full USPTO retrosynthesis dataset with 1.9M reactions from patents (1976-2016). The task is: Predict the reactants needed to synthesize the given product. (1) Given the product [CH3:32][C:2]([CH3:31])([CH3:1])[CH2:3][N:4]1[C:8]2[N:9]=[C:10]([C:13]#[N:14])[N:11]=[CH:12][C:7]=2[CH:6]=[C:5]1[CH2:15][N:16]1[CH2:17][CH2:18][C:19]2([N:23]([CH3:35])[C:22](=[O:24])[N:21]([CH2:25][CH2:26][CH3:27])[C:20]2=[O:28])[CH2:29][CH2:30]1, predict the reactants needed to synthesize it. The reactants are: [CH3:1][C:2]([CH3:32])([CH3:31])[CH2:3][N:4]1[C:8]2[N:9]=[C:10]([C:13]#[N:14])[N:11]=[CH:12][C:7]=2[CH:6]=[C:5]1[CH2:15][N:16]1[CH2:30][CH2:29][C:19]2([NH:23][C:22](=[O:24])[N:21]([CH2:25][CH2:26][CH3:27])[C:20]2=[O:28])[CH2:18][CH2:17]1.[H-].[Na+].[CH3:35]I. (2) Given the product [F:1][C:2]1[CH:7]=[C:6]([F:8])[CH:5]=[CH:4][C:3]=1[C:9]1[C:17]2[O:16][CH:15]([CH2:18][NH:37][CH3:36])[CH2:14][C:13]=2[CH:12]=[C:11]([C:30]2[CH:35]=[CH:34][CH:33]=[CH:32][CH:31]=2)[CH:10]=1, predict the reactants needed to synthesize it. The reactants are: [F:1][C:2]1[CH:7]=[C:6]([F:8])[CH:5]=[CH:4][C:3]=1[C:9]1[C:17]2[O:16][CH:15]([CH2:18]OS(C3C=CC(C)=CC=3)(=O)=O)[CH2:14][C:13]=2[CH:12]=[C:11]([C:30]2[CH:35]=[CH:34][CH:33]=[CH:32][CH:31]=2)[CH:10]=1.[CH3:36][NH2:37]. (3) Given the product [CH2:20]([N:27]([CH2:28][C@@H:30]1[CH2:31][C@H:32]([OH:34])[CH2:33]1)[CH3:35])[C:21]1[CH:26]=[CH:25][CH:24]=[CH:23][CH:22]=1, predict the reactants needed to synthesize it. The reactants are: [H-].[H-].[H-].[H-].[Li+].[Al+3].N1(CC2C=CC(O)=CC=2)CCCC1.[CH2:20]([N:27]([CH3:35])[C:28]([CH:30]1[CH2:33][C:32](=[O:34])[CH2:31]1)=O)[C:21]1[CH:26]=[CH:25][CH:24]=[CH:23][CH:22]=1.[OH-].[Na+]. (4) Given the product [Si:79]([O:44][CH2:43][C@@H:42]1[CH2:41][C:40]2[C:35](=[CH:36][CH:37]=[CH:38][CH:39]=2)[CH2:34][N:33]1[C:31]([C:22]1[CH:23]=[C:24]([CH:29]=[CH:30][C:21]=1[C:10]1[N:11]([CH3:13])[CH:12]=[C:8]([C:6](=[O:7])[N:5]([CH2:45][CH2:46][CH2:47][CH3:48])[CH2:1][CH2:2][CH2:3][CH3:4])[N:9]=1)[C:25]([O:27][CH3:28])=[O:26])=[O:32])([C:82]([CH3:85])([CH3:84])[CH3:83])([CH3:81])[CH3:80], predict the reactants needed to synthesize it. The reactants are: [CH2:1]([N:5]([CH2:45][CH2:46][CH2:47][CH3:48])[C:6]([C:8]1[N:9]=[C:10]([C:21]2[CH:30]=[CH:29][C:24]([C:25]([O:27][CH3:28])=[O:26])=[CH:23][C:22]=2[C:31]([N:33]2[C@H:42]([CH2:43][OH:44])[CH2:41][C:40]3[C:35](=[CH:36][CH:37]=[CH:38][CH:39]=3)[CH2:34]2)=[O:32])[N:11]([CH2:13]CC2C=CC=CC=2)[CH:12]=1)=[O:7])[CH2:2][CH2:3][CH3:4].C(N(CCCC)C(C1N=C(C2C=CC(C(OC)=O)=CC=2C(O)=O)N(C)C=1)=O)CCC.[Si:79](OC[C@@H]1CC2C(=CC=CC=2)CN1)([C:82]([CH3:85])([CH3:84])[CH3:83])([CH3:81])[CH3:80]. (5) Given the product [C:1]([O:5][C:6]([NH:8][CH2:9][CH2:10][CH2:11][C@H:12]([NH:17][C:18]([C:20]1[C:21](=[O:34])[N:22]([CH2:26][C:27]2[CH:32]=[CH:31][CH:30]=[C:29]([Cl:33])[CH:28]=2)[CH:23]=[CH:24][CH:25]=1)=[O:19])[C:13]([OH:15])=[O:14])=[O:7])([CH3:4])([CH3:2])[CH3:3], predict the reactants needed to synthesize it. The reactants are: [C:1]([O:5][C:6]([NH:8][CH2:9][CH2:10][CH2:11][C@H:12]([NH:17][C:18]([C:20]1[C:21](=[O:34])[N:22]([CH2:26][C:27]2[CH:32]=[CH:31][CH:30]=[C:29]([Cl:33])[CH:28]=2)[CH:23]=[CH:24][CH:25]=1)=[O:19])[C:13]([O:15]C)=[O:14])=[O:7])([CH3:4])([CH3:3])[CH3:2]. (6) The reactants are: [CH3:1][N:2]1[C:6]2[C:7]([C:24]([OH:26])=O)=[CH:8][C:9]([C:11]3[CH:16]=[CH:15][C:14]([C:17]4[CH:22]=[CH:21][CH:20]=[CH:19][C:18]=4[CH3:23])=[CH:13][CH:12]=3)=[CH:10][C:5]=2[N:4]=[N:3]1.CC[N:29]=C=NCCCN(C)C.Cl.Cl.C1C=CC2N(O)N=NC=2C=1.C(N(C(C)C)C(C)C)C.[Cl-].[NH4+]. Given the product [CH3:1][N:2]1[C:6]2[C:7]([C:24]([NH2:29])=[O:26])=[CH:8][C:9]([C:11]3[CH:16]=[CH:15][C:14]([C:17]4[CH:22]=[CH:21][CH:20]=[CH:19][C:18]=4[CH3:23])=[CH:13][CH:12]=3)=[CH:10][C:5]=2[N:4]=[N:3]1, predict the reactants needed to synthesize it.